Dataset: Peptide-MHC class I binding affinity with 185,985 pairs from IEDB/IMGT. Task: Regression. Given a peptide amino acid sequence and an MHC pseudo amino acid sequence, predict their binding affinity value. This is MHC class I binding data. (1) The peptide sequence is AFQHQNSKK. The MHC is HLA-A68:01 with pseudo-sequence HLA-A68:01. The binding affinity (normalized) is 0.235. (2) The MHC is HLA-A03:01 with pseudo-sequence HLA-A03:01. The binding affinity (normalized) is 0.305. The peptide sequence is FVMSCKLLY. (3) The peptide sequence is MLHHYGIHY. The MHC is HLA-A23:01 with pseudo-sequence HLA-A23:01. The binding affinity (normalized) is 0.0847. (4) The peptide sequence is LYRYIQWLR. The MHC is HLA-B57:01 with pseudo-sequence HLA-B57:01. The binding affinity (normalized) is 0.0847. (5) The peptide sequence is YTTDVNQLY. The MHC is HLA-C08:02 with pseudo-sequence HLA-C08:02. The binding affinity (normalized) is 0.361. (6) The peptide sequence is ISSGETRSF. The MHC is HLA-A02:12 with pseudo-sequence HLA-A02:12. The binding affinity (normalized) is 0.0847. (7) The peptide sequence is EIKFNDITF. The MHC is HLA-B15:01 with pseudo-sequence HLA-B15:01. The binding affinity (normalized) is 0.0847.